From a dataset of TCR-epitope binding with 47,182 pairs between 192 epitopes and 23,139 TCRs. Binary Classification. Given a T-cell receptor sequence (or CDR3 region) and an epitope sequence, predict whether binding occurs between them. (1) The epitope is AYILFTRFFYV. The TCR CDR3 sequence is CASSVSAGGRDEQFF. Result: 0 (the TCR does not bind to the epitope). (2) The epitope is KLWAQCVQL. The TCR CDR3 sequence is CASRAGTSGEDTQYF. Result: 1 (the TCR binds to the epitope). (3) The epitope is HTDFSSEIIGY. The TCR CDR3 sequence is CASSLGTGAYANTGELFF. Result: 0 (the TCR does not bind to the epitope). (4) The epitope is HSKKKCDEL. The TCR CDR3 sequence is CSASKLGGMVDTQYF. Result: 0 (the TCR does not bind to the epitope). (5) The epitope is FADDLNQLTGY. The TCR CDR3 sequence is CASTQLAGGYNEQFF. Result: 1 (the TCR binds to the epitope). (6) The epitope is KTSVDCTMYI. The TCR CDR3 sequence is CASSPEGARYQETQYF. Result: 1 (the TCR binds to the epitope). (7) The epitope is RTLNAWVKV. The TCR CDR3 sequence is CATSDLAGTGAYNEQFF. Result: 0 (the TCR does not bind to the epitope).